From a dataset of Reaction yield outcomes from USPTO patents with 853,638 reactions. Predict the reaction yield, written as a fraction of the theoretical maximum amount of product (1.0 means a 100% yield; for example, 0.34 means a 34% yield). The reactants are [C:1]([C:4]1[CH:13]=[CH:12][C:7]([C:8]([O:10][CH3:11])=[O:9])=[CH:6][C:5]=1[OH:14])(=O)[CH3:2].CCO.Cl.[NH2:19][OH:20]. The product is [OH:14][C:5]1[CH:6]=[C:7]([CH:12]=[CH:13][C:4]=1[C:1](=[N:19][OH:20])[CH3:2])[C:8]([O:10][CH3:11])=[O:9]. The catalyst is [OH-].[Na+]. The yield is 0.780.